Dataset: Full USPTO retrosynthesis dataset with 1.9M reactions from patents (1976-2016). Task: Predict the reactants needed to synthesize the given product. (1) Given the product [Cl:13][C:14]1[C:15]([OH:54])=[C:16]([S:21]([N:24]([CH2:25][C:26]2[CH:27]=[C:28]([O:38][C:39]3[CH:44]=[CH:43][C:42]([F:45])=[CH:41][CH:40]=3)[CH:29]=[C:30]([CH2:32][N:33]([CH2:34][CH:35]([CH3:37])[CH3:36])[S:9]([C:4]3[CH:3]=[C:2]([Cl:1])[CH:7]=[C:6]([Cl:8])[CH:5]=3)(=[O:11])=[O:10])[CH:31]=2)[CH2:46][C:47]2[CH:48]=[CH:49][C:50]([F:53])=[CH:51][CH:52]=2)(=[O:23])=[O:22])[CH:17]=[C:18]([Cl:20])[CH:19]=1, predict the reactants needed to synthesize it. The reactants are: [Cl:1][C:2]1[CH:3]=[C:4]([S:9](Cl)(=[O:11])=[O:10])[CH:5]=[C:6]([Cl:8])[CH:7]=1.[Cl:13][C:14]1[C:15]([OH:54])=[C:16]([S:21]([N:24]([CH2:46][C:47]2[CH:52]=[CH:51][C:50]([F:53])=[CH:49][CH:48]=2)[CH2:25][C:26]2[CH:31]=[C:30]([CH2:32][NH:33][CH2:34][CH:35]([CH3:37])[CH3:36])[CH:29]=[C:28]([O:38][C:39]3[CH:44]=[CH:43][C:42]([F:45])=[CH:41][CH:40]=3)[CH:27]=2)(=[O:23])=[O:22])[CH:17]=[C:18]([Cl:20])[CH:19]=1.CCN(CC)CC. (2) Given the product [CH2:1]([O:3][C:4]([C:6]1[CH:7]=[N:8][N:9]([C:12]2[C:13]([Cl:20])=[N:14][CH:15]=[C:16]([CH2:18][CH3:19])[CH:17]=2)[C:10]=1[CH3:11])=[O:5])[CH3:2], predict the reactants needed to synthesize it. The reactants are: [CH2:1]([O:3][C:4]([C:6]1[CH:7]=[N:8][N:9]([C:12]2[C:13]([Cl:20])=[N:14][CH:15]=[C:16]([CH:18]=[CH2:19])[CH:17]=2)[C:10]=1[CH3:11])=[O:5])[CH3:2].C(O)C. (3) Given the product [NH2:8][C:7]1[C:2]([F:1])=[C:3]([C:11]([C:13]2[C:21]3[CH:20]=[N:19][CH:18]=[N:17][C:16]=3[NH:15][CH:14]=2)=[O:12])[CH:4]=[CH:5][CH:6]=1, predict the reactants needed to synthesize it. The reactants are: [F:1][C:2]1[C:7]([N+:8]([O-])=O)=[CH:6][CH:5]=[CH:4][C:3]=1[C:11]([C:13]1[C:21]2[CH:20]=[N:19][CH:18]=[N:17][C:16]=2[NH:15][CH:14]=1)=[O:12].O.C(=O)(O)[O-].[Na+].C(OCC)(=O)C. (4) Given the product [Br:1][C:2]1[C:11]2[C:6](=[CH:7][C:8]([N:12]([CH3:13])[CH2:23][CH2:22][S:21][CH3:20])=[CH:9][CH:10]=2)[C:5](=[O:14])[N:4]([CH:15]([CH3:17])[CH3:16])[N:3]=1, predict the reactants needed to synthesize it. The reactants are: [Br:1][C:2]1[C:11]2[C:6](=[CH:7][C:8]([NH:12][CH3:13])=[CH:9][CH:10]=2)[C:5](=[O:14])[N:4]([CH:15]([CH3:17])[CH3:16])[N:3]=1.[H-].[Na+].[CH3:20][S:21][CH2:22][CH2:23]Cl.O. (5) Given the product [CH2:1]([CH:3]([CH2:18][CH2:19][CH2:20][CH3:21])[CH2:4][N:5]1[C:6]2[CH:7]=[CH:8][C:9]([C:22]([C:23]3[CH:28]=[CH:27][CH:26]=[CH:25][CH:24]=3)=[O:29])=[CH:10][C:11]=2[C:12]2[C:17]1=[CH:16][CH:15]=[CH:14][CH:13]=2)[CH3:2], predict the reactants needed to synthesize it. The reactants are: [CH2:1]([CH:3]([CH2:18][CH2:19][CH2:20][CH3:21])[CH2:4][N:5]1[C:17]2[CH:16]=[CH:15][CH:14]=[CH:13][C:12]=2[C:11]2[C:6]1=[CH:7][CH:8]=[CH:9][CH:10]=2)[CH3:2].[C:22](Cl)(=[O:29])[C:23]1[CH:28]=[CH:27][CH:26]=[CH:25][CH:24]=1.[Cl-].[Al+3].[Cl-].[Cl-]. (6) Given the product [N:1]1[CH:6]=[CH:5][CH:4]=[C:3]([CH2:7][NH:8][C:9]([C:11]2[N:20]3[C:14]([CH2:15][N:16]([C:25]([C:27]4[CH:32]=[CH:31][C:30]([C:33]5[CH:38]=[CH:37][CH:36]=[CH:35][C:34]=5[CH2:39][C:40]([OH:42])=[O:41])=[CH:29][CH:28]=4)=[O:26])[C:17]4[CH:24]=[CH:23][CH:22]=[CH:21][C:18]=4[CH2:19]3)=[CH:13][CH:12]=2)=[O:10])[CH:2]=1, predict the reactants needed to synthesize it. The reactants are: [N:1]1[CH:6]=[CH:5][CH:4]=[C:3]([CH2:7][NH:8][C:9]([C:11]2[N:20]3[C:14]([CH2:15][N:16]([C:25]([C:27]4[CH:32]=[CH:31][C:30]([C:33]5[CH:38]=[CH:37][CH:36]=[CH:35][C:34]=5[CH2:39][C:40]([O:42]C)=[O:41])=[CH:29][CH:28]=4)=[O:26])[C:17]4[CH:24]=[CH:23][CH:22]=[CH:21][C:18]=4[CH2:19]3)=[CH:13][CH:12]=2)=[O:10])[CH:2]=1.CO.O.[OH-].[Li+].